From a dataset of Forward reaction prediction with 1.9M reactions from USPTO patents (1976-2016). Predict the product of the given reaction. (1) Given the reactants [Br:1][C:2]1[CH:3]=[C:4]([C:8](=O)[CH2:9][CH:10]2[C:15](=[O:16])[CH2:14][C:13]([CH3:18])([CH3:17])[CH2:12][C:11]2=O)[CH:5]=[CH:6][CH:7]=1.COC1C=CC(P2(=S)SP(=S)(C3C=CC(OC)=CC=3)[S:30]2)=CC=1, predict the reaction product. The product is: [Br:1][C:2]1[CH:3]=[C:4]([C:8]2[S:30][C:11]3[CH2:12][C:13]([CH3:18])([CH3:17])[CH2:14][C:15](=[O:16])[C:10]=3[CH:9]=2)[CH:5]=[CH:6][CH:7]=1. (2) Given the reactants [CH2:1]([O:8][C:9]1[CH:14]=[C:13](I)[CH:12]=[CH:11][C:10]=1[N:16]1[S:20](=[O:22])(=[O:21])[NH:19][C:18](=[O:23])[CH2:17]1)[C:2]1[CH:7]=[CH:6][CH:5]=[CH:4][CH:3]=1.[CH3:24][C:25]([CH3:30])=[CH:26]B(O)O.C([O-])([O-])=O.[Na+].[Na+], predict the reaction product. The product is: [CH2:1]([O:8][C:9]1[CH:14]=[C:13]([CH:24]=[C:25]([CH3:30])[CH3:26])[CH:12]=[CH:11][C:10]=1[N:16]1[S:20](=[O:22])(=[O:21])[NH:19][C:18](=[O:23])[CH2:17]1)[C:2]1[CH:7]=[CH:6][CH:5]=[CH:4][CH:3]=1.